From a dataset of Experimentally validated miRNA-target interactions with 360,000+ pairs, plus equal number of negative samples. Binary Classification. Given a miRNA mature sequence and a target amino acid sequence, predict their likelihood of interaction. The miRNA is hsa-miR-503-5p with sequence UAGCAGCGGGAACAGUUCUGCAG. The protein sequence of the target gene is MRARRGLLRLPRRSLLAALFFFSLSSSLLYFVYVAPGIVNTYLFMMQAQGILIRDNVRTIGAQVYEQVLRSAYAKRNSSVNDSDYPLDLNHSETFLQTTTFLPEDFTYFANHTCPERLPSMKGPIDINMSEIGMDYIHELFSKDPTIKLGGHWKPSDCMPRWKVAILIPFRNRHEHLPVLFRHLLPMLQRQRLQFAFYVVEQVGTQPFNRAMLFNVGFQEAMKDLDWDCLIFHDVDHIPESDRNYYGCGQMPRHFATKLDKYMYLLPYTEFFGGVSGLTVEQFRKINGFPNAFWGWGGED.... Result: 1 (interaction).